Task: Predict the reaction yield, written as a fraction of the theoretical maximum amount of product (1.0 means a 100% yield; for example, 0.34 means a 34% yield).. Dataset: Reaction yield outcomes from USPTO patents with 853,638 reactions (1) The reactants are [F:1][C:2]1[CH:7]=[CH:6][C:5]([NH:8][C:9]([C:11]2([C:14]([NH:16][C:17]3[CH:22]=[CH:21][C:20]([O:23][C:24]4[C:33]5[C:28](=[CH:29][C:30]([O:36]CC6C=CC=CC=6)=[C:31]([O:34][CH3:35])[CH:32]=5)[N:27]=[CH:26][N:25]=4)=[C:19]([F:44])[CH:18]=3)=[O:15])[CH2:13][CH2:12]2)=[O:10])=[CH:4][CH:3]=1.C(O)(=O)C.ClCCl.CO. The catalyst is [H][H].[Pd]. The product is [F:1][C:2]1[CH:3]=[CH:4][C:5]([NH:8][C:9]([C:11]2([C:14]([NH:16][C:17]3[CH:22]=[CH:21][C:20]([O:23][C:24]4[C:33]5[C:28](=[CH:29][C:30]([OH:36])=[C:31]([O:34][CH3:35])[CH:32]=5)[N:27]=[CH:26][N:25]=4)=[C:19]([F:44])[CH:18]=3)=[O:15])[CH2:13][CH2:12]2)=[O:10])=[CH:6][CH:7]=1. The yield is 0.950. (2) The reactants are FC(F)(F)S(O[C:7]1[CH2:8][C@H:9]([CH3:20])[N:10]([C:13]([CH:15]2[CH2:19][CH2:18][CH2:17][CH2:16]2)=[O:14])[CH2:11][CH:12]=1)(=O)=O.[CH3:23][N:24]1[C:28]2=[N:29][CH:30]=[C:31]([N+:34]([O-:36])=[O:35])[C:32]([CH3:33])=[C:27]2[C:26](B2OC(C)(C)C(C)(C)O2)=[CH:25]1.[O-]P([O-])([O-])=O.[K+].[K+].[K+]. The catalyst is O1CCOCC1.O. The product is [CH:15]1([C:13]([N:10]2[CH2:11][CH:12]=[C:7]([C:26]3[C:27]4[C:28](=[N:29][CH:30]=[C:31]([N+:34]([O-:36])=[O:35])[C:32]=4[CH3:33])[N:24]([CH3:23])[CH:25]=3)[CH2:8][C@@H:9]2[CH3:20])=[O:14])[CH2:19][CH2:18][CH2:17][CH2:16]1. The yield is 0.610. (3) The reactants are [H-].[Na+].[NH:3]1[C:7]2[CH:8]=[CH:9][C:10]([C:12]([O:14][CH2:15][CH3:16])=[O:13])=[CH:11][C:6]=2[N:5]=[CH:4]1.Cl[CH2:18][CH2:19][C:20]([NH:23][C:24](=[O:30])[O:25][C:26]([CH3:29])([CH3:28])[CH3:27])([CH3:22])[CH3:21]. The catalyst is CN1CCCN(C)C1=O.[I-].C([N+](CCCC)(CCCC)CCCC)CCC. The product is [C:26]([O:25][C:24]([NH:23][C:20]([CH3:21])([CH3:22])[CH2:19][CH2:18][N:3]1[C:7]2[CH:8]=[CH:9][C:10]([C:12]([O:14][CH2:15][CH3:16])=[O:13])=[CH:11][C:6]=2[NH:5][CH2:4]1)=[O:30])([CH3:29])([CH3:28])[CH3:27]. The yield is 0.710. (4) The reactants are CC(C)([O-])C.[K+].[F:7][C:8]1[CH:18]=[CH:17][C:11]2[NH:12][C:13](=O)[CH2:14][O:15][C:10]=2[C:9]=1[CH2:19][CH2:20][N:21]1[CH2:26][CH2:25][N:24]([C:27]2[CH:36]=[CH:35][CH:34]=[C:33]3[C:28]=2[CH:29]=[CH:30][C:31]([CH3:37])=[N:32]3)[CH2:23][CH2:22]1.P(Cl)(OCC)(OCC)=O.[N+:47]([CH2:49][C:50]([O:52][CH2:53][CH3:54])=[O:51])#[C-:48].[K].[O-]CCCC. The catalyst is C1COCC1.[Cl-].[Na+].O. The product is [F:7][C:8]1[CH:18]=[CH:17][C:11]2[N:12]3[CH:48]=[N:47][C:49]([C:50]([O:52][CH2:53][CH3:54])=[O:51])=[C:13]3[CH2:14][O:15][C:10]=2[C:9]=1[CH2:19][CH2:20][N:21]1[CH2:26][CH2:25][N:24]([C:27]2[CH:36]=[CH:35][CH:34]=[C:33]3[C:28]=2[CH:29]=[CH:30][C:31]([CH3:37])=[N:32]3)[CH2:23][CH2:22]1. The yield is 0.500. (5) The reactants are [CH3:1][C:2]1[C:7]2[N:8]=[C:9]3[C:14]([C:15]#[N:16])=[C:13]([CH3:17])[CH:12]([C:18]4[CH:23]=[CH:22][CH:21]=[CH:20][CH:19]=4)[C:11](=O)[N:10]3[C:6]=2[N:5]=[CH:4][CH:3]=1.P(Cl)(Cl)([Cl:27])=O. No catalyst specified. The product is [Cl:27][C:11]1[N:10]2[C:6]3[N:5]=[CH:4][CH:3]=[C:2]([CH3:1])[C:7]=3[N:8]=[C:9]2[C:14]([C:15]#[N:16])=[C:13]([CH3:17])[C:12]=1[C:18]1[CH:23]=[CH:22][CH:21]=[CH:20][CH:19]=1. The yield is 0.840. (6) The reactants are N1CCC[C@H]1C(O)=O.C(=O)([O-])[O-].[K+].[K+].[CH3:15][O:16][C:17]1[C:21]([C:22]([O:24][CH2:25][CH3:26])=[O:23])=[CH:20][NH:19][N:18]=1.Br[C:28]1[CH:33]=[CH:32][C:31]([C:34]([F:37])([F:36])[F:35])=[CH:30][CH:29]=1. The catalyst is CS(C)=O.O.[Cu]I. The product is [CH3:15][O:16][C:17]1[C:21]([C:22]([O:24][CH2:25][CH3:26])=[O:23])=[CH:20][N:19]([C:28]2[CH:33]=[CH:32][C:31]([C:34]([F:37])([F:36])[F:35])=[CH:30][CH:29]=2)[N:18]=1. The yield is 0.680. (7) The reactants are [F:1][C:2]1[CH:10]=[N:9][CH:8]=[CH:7][C:3]=1[C:4]([OH:6])=[O:5].[OH:11]O. The catalyst is C(O)(=O)C. The product is [F:1][C:2]1[CH:10]=[N+:9]([O-:11])[CH:8]=[CH:7][C:3]=1[C:4]([OH:6])=[O:5]. The yield is 1.00. (8) The reactants are [CH3:1][S:2]([NH:5][C:6]1[C:7]([C:19]2[CH:24]=[CH:23][CH:22]=[CH:21][CH:20]=2)=[N:8][C:9]2[C:14]([C:15]=1[C:16]([OH:18])=O)=[CH:13][CH:12]=[CH:11][CH:10]=2)(=[O:4])=[O:3].C1C=C2N=NN(O)C2=CC=1.O.CN1CCOCC1.CCN=C=NCCCN(C)C.Cl.[NH2:55][C@H:56]([C:60]1[CH:65]=[CH:64][CH:63]=[CH:62][CH:61]=1)[C@@H:57]([OH:59])[CH3:58]. The catalyst is C(Cl)Cl. The product is [OH:59][C@@H:57]([CH3:58])[C@H:56]([NH:55][C:16]([C:15]1[C:14]2[C:9](=[CH:10][CH:11]=[CH:12][CH:13]=2)[N:8]=[C:7]([C:19]2[CH:20]=[CH:21][CH:22]=[CH:23][CH:24]=2)[C:6]=1[NH:5][S:2]([CH3:1])(=[O:3])=[O:4])=[O:18])[C:60]1[CH:61]=[CH:62][CH:63]=[CH:64][CH:65]=1. The yield is 0.480. (9) The reactants are Cl[C:2]1[CH:18]=[CH:17][C:5]([C:6]([C:8]2[CH:16]=[CH:15][CH:14]=[CH:13][C:9]=2[C:10]([OH:12])=[O:11])=[O:7])=[CH:4][C:3]=1[N+:19]([O-:21])=[O:20].Cl.C([O:25][C:26](=[O:29])[CH2:27][NH2:28])C.[OH-].[K+].Cl. No catalyst specified. The product is [C:26]([CH2:27][NH:28][C:2]1[CH:18]=[CH:17][C:5]([C:6]([C:8]2[CH:16]=[CH:15][CH:14]=[CH:13][C:9]=2[C:10]([OH:12])=[O:11])=[O:7])=[CH:4][C:3]=1[N+:19]([O-:21])=[O:20])([OH:29])=[O:25]. The yield is 0.760. (10) The reactants are [O:1]1[CH2:6][CH2:5][CH2:4][CH2:3][CH:2]1[N:7]1[CH:11]=[C:10](B2OC(C)(C)C(C)(C)O2)[CH:9]=[N:8]1.Br[C:22]1[CH:23]=[C:24]2[C:28](=[CH:29][CH:30]=1)[N:27]([CH2:31][CH:32]1[CH2:37][CH2:36][N:35]([C:38]([O:40][CH2:41][C:42]3[CH:47]=[CH:46][CH:45]=[CH:44][CH:43]=3)=[O:39])[CH2:34][CH2:33]1)[CH:26]=[CH:25]2.C(=O)([O-])[O-].[K+].[K+]. The catalyst is CN(C=O)C.O.C1C=CC(P(C2C=CC=CC=2)[C-]2C=CC=C2)=CC=1.C1C=CC(P(C2C=CC=CC=2)[C-]2C=CC=C2)=CC=1.Cl[Pd]Cl.[Fe+2]. The product is [O:1]1[CH2:6][CH2:5][CH2:4][CH2:3][CH:2]1[N:7]1[CH:11]=[CH:10][C:9]([C:22]2[CH:23]=[C:24]3[C:28](=[CH:29][CH:30]=2)[N:27]([CH2:31][CH:32]2[CH2:33][CH2:34][N:35]([C:38]([O:40][CH2:41][C:42]4[CH:47]=[CH:46][CH:45]=[CH:44][CH:43]=4)=[O:39])[CH2:36][CH2:37]2)[CH:26]=[CH:25]3)=[N:8]1. The yield is 0.570.